From a dataset of Full USPTO retrosynthesis dataset with 1.9M reactions from patents (1976-2016). Predict the reactants needed to synthesize the given product. (1) Given the product [F:15][C:16]([F:28])([F:29])[C:17]1[CH:18]=[C:19]([NH:20][C:5](=[O:7])[C:4]2[CH:8]=[CH:9][C:10]([C:11]([F:14])([F:13])[F:12])=[C:2]([F:1])[CH:3]=2)[CH:21]=[C:22]([C:24]([F:25])([F:27])[F:26])[CH:23]=1, predict the reactants needed to synthesize it. The reactants are: [F:1][C:2]1[CH:3]=[C:4]([CH:8]=[CH:9][C:10]=1[C:11]([F:14])([F:13])[F:12])[C:5]([OH:7])=O.[F:15][C:16]([F:29])([F:28])[C:17]1[CH:18]=[C:19]([CH:21]=[C:22]([C:24]([F:27])([F:26])[F:25])[CH:23]=1)[NH2:20]. (2) The reactants are: [C:1]([O:5][C:6](=[O:28])[NH:7][C:8]1([C:12]2[CH:17]=[CH:16][C:15]([C:18](=O)[CH:19](Br)[C:20]3[CH:25]=[CH:24][CH:23]=[CH:22][CH:21]=3)=[CH:14][CH:13]=2)[CH2:11][CH2:10][CH2:9]1)([CH3:4])([CH3:3])[CH3:2].[CH3:29][C:30]1[C:31]([NH2:37])=[N:32][CH:33]=[C:34]([CH3:36])[CH:35]=1. Given the product [C:1]([O:5][C:6](=[O:28])[NH:7][C:8]1([C:12]2[CH:17]=[CH:16][C:15]([C:18]3[N:37]=[C:31]4[C:30]([CH3:29])=[CH:35][C:34]([CH3:36])=[CH:33][N:32]4[C:19]=3[C:20]3[CH:25]=[CH:24][CH:23]=[CH:22][CH:21]=3)=[CH:14][CH:13]=2)[CH2:11][CH2:10][CH2:9]1)([CH3:4])([CH3:3])[CH3:2], predict the reactants needed to synthesize it. (3) Given the product [CH2:2]([C:4]1[CH:5]=[CH:6][C:7]([OH:11])=[CH:8][C:9]=1[OH:10])[CH3:1], predict the reactants needed to synthesize it. The reactants are: [CH3:1][C:2]([C:4]1[CH:5]=[CH:6][C:7]([OH:11])=[CH:8][C:9]=1[OH:10])=O. (4) Given the product [Br:1][CH2:11][C:10]([C:7]1[CH:6]=[CH:5][C:4]([Br:3])=[CH:9][N:8]=1)=[O:12], predict the reactants needed to synthesize it. The reactants are: [Br:1]Br.[Br:3][C:4]1[CH:5]=[CH:6][C:7]([C:10](=[O:12])[CH3:11])=[N:8][CH:9]=1. (5) The reactants are: C1(P(C2C=CC=CC=2)CCP(C2C=CC=CC=2)C2C=CC=CC=2)C=CC=CC=1.[CH3:29][C:30]1([CH3:37])[C:34]([CH3:36])([CH3:35])[O:33][BH:32][O:31]1.[C:38]([NH:41][C:42]([CH:54]1[CH2:59][CH2:58][N:57]([C:60]([O:62][CH2:63][C:64]2[CH:69]=[CH:68][CH:67]=[CH:66][CH:65]=2)=[O:61])[CH2:56][CH2:55]1)([CH2:50][CH2:51][CH:52]=[CH2:53])[C:43]([NH:45][C:46]([CH3:49])([CH3:48])[CH3:47])=[O:44])(=[O:40])[CH3:39]. Given the product [C:38]([NH:41][C:42]([CH:54]1[CH2:55][CH2:56][N:57]([C:60]([O:62][CH2:63][C:64]2[CH:69]=[CH:68][CH:67]=[CH:66][CH:65]=2)=[O:61])[CH2:58][CH2:59]1)([CH2:50][CH2:51][CH2:52][CH2:53][B:32]1[O:33][C:34]([CH3:36])([CH3:35])[C:30]([CH3:37])([CH3:29])[O:31]1)[C:43]([NH:45][C:46]([CH3:49])([CH3:47])[CH3:48])=[O:44])(=[O:40])[CH3:39], predict the reactants needed to synthesize it. (6) Given the product [OH:22][CH2:23][CH2:24][N:25]1[C:33]2[C:28](=[CH:29][CH:30]=[CH:31][CH:32]=2)[C:27]([CH2:34][N:35]([CH3:36])[C:19](=[O:21])/[CH:18]=[CH:17]/[C:12]2[CH:13]=[N:14][C:15]3[NH:16][C:7](=[O:6])[CH2:8][CH2:9][C:10]=3[CH:11]=2)=[CH:26]1, predict the reactants needed to synthesize it. The reactants are: C(Cl)CCl.Cl.[O:6]=[C:7]1[NH:16][C:15]2[N:14]=[CH:13][C:12](/[CH:17]=[CH:18]/[C:19]([OH:21])=O)=[CH:11][C:10]=2[CH2:9][CH2:8]1.[OH:22][CH2:23][CH2:24][N:25]1[C:33]2[C:28](=[CH:29][CH:30]=[CH:31][CH:32]=2)[C:27]([CH2:34][NH:35][CH3:36])=[CH:26]1.C1C=CC2N(O)N=NC=2C=1.O.C(N(C(C)C)CC)(C)C. (7) Given the product [CH:37]1([N:22]2[C:21]([C:20]3[N:16]([CH3:15])[CH:17]=[N:18][C:19]=3[C:31]3[CH:32]=[CH:33][CH:34]=[CH:35][CH:36]=3)=[N:29][C:28]3[C:23]2=[N:24][CH:25]=[N:26][C:27]=3[NH2:30])[CH2:42][CH2:41][CH2:40][CH2:39][CH2:38]1, predict the reactants needed to synthesize it. The reactants are: N(C(OC(C)C)=O)=NC(OC(C)C)=O.[CH3:15][N:16]1[C:20]([C:21]2[NH:22][C:23]3[C:28]([N:29]=2)=[C:27]([NH2:30])[N:26]=[CH:25][N:24]=3)=[C:19]([C:31]2[CH:36]=[CH:35][CH:34]=[CH:33][CH:32]=2)[N:18]=[CH:17]1.[CH:37]1(O)[CH2:42][CH2:41][CH2:40][CH2:39][CH2:38]1.C1(P(C2C=CC=CC=2)C2C=CC=CC=2)C=CC=CC=1.